From a dataset of Reaction yield outcomes from USPTO patents with 853,638 reactions. Predict the reaction yield, written as a fraction of the theoretical maximum amount of product (1.0 means a 100% yield; for example, 0.34 means a 34% yield). (1) The reactants are Cl[C:2]1[N:7]=[C:6]([NH:8][C:9]2[N:14]=[CH:13][C:12]3[N:15]=[CH:16][N:17]([CH:18]([CH3:20])[CH3:19])[C:11]=3[CH:10]=2)[CH:5]=[CH:4][N:3]=1.[O:21]1[C:25]2([CH2:30][CH2:29][NH:28][CH2:27][CH2:26]2)[CH2:24][NH:23][C:22]1=[O:31].C(N(CC)CC)C. The catalyst is C(O)(C)C.O. The product is [CH:18]([N:17]1[C:11]2[CH:10]=[C:9]([NH:8][C:6]3[CH:5]=[CH:4][N:3]=[C:2]([N:28]4[CH2:27][CH2:26][C:25]5([O:21][C:22](=[O:31])[NH:23][CH2:24]5)[CH2:30][CH2:29]4)[N:7]=3)[N:14]=[CH:13][C:12]=2[N:15]=[CH:16]1)([CH3:20])[CH3:19]. The yield is 0.540. (2) The reactants are [Cl:1][C:2]1[CH:3]=[C:4]2[C:9](=[CH:10][CH:11]=1)[CH:8]=[N:7][C:6]([CH3:12])=[CH:5]2.[N+:13]([O-])([O-:15])=[O:14].[K+].N.ClCCl.CCCCC. The catalyst is OS(O)(=O)=O. The product is [Cl:1][C:2]1[C:3]([N+:13]([O-:15])=[O:14])=[C:4]2[C:9](=[CH:10][CH:11]=1)[CH:8]=[N:7][C:6]([CH3:12])=[CH:5]2. The yield is 0.720.